Dataset: Forward reaction prediction with 1.9M reactions from USPTO patents (1976-2016). Task: Predict the product of the given reaction. Given the reactants C[N:2]1CCOCC1.[C:8]1([CH2:14][O:15][C:16]2[CH:17]=[C:18]([CH:31]=[C:32]3[S:36][C:35](=[S:37])[N:34]([CH2:38][C:39]([OH:41])=O)[C:33]3=[O:42])[CH:19]=[CH:20][C:21]=2[O:22][CH2:23][CH2:24][C:25]2[CH:30]=[CH:29][CH:28]=[CH:27][CH:26]=2)[CH:13]=[CH:12][CH:11]=[CH:10][CH:9]=1.ON1C2N=CC=CC=2N=N1.[Cl-].[NH4+].Cl.CN(C)CCCN=C=NCC, predict the reaction product. The product is: [C:8]1([CH2:14][O:15][C:16]2[CH:17]=[C:18]([CH:31]=[C:32]3[S:36][C:35](=[S:37])[N:34]([CH2:38][C:39]([NH2:2])=[O:41])[C:33]3=[O:42])[CH:19]=[CH:20][C:21]=2[O:22][CH2:23][CH2:24][C:25]2[CH:30]=[CH:29][CH:28]=[CH:27][CH:26]=2)[CH:13]=[CH:12][CH:11]=[CH:10][CH:9]=1.